From a dataset of NCI-60 drug combinations with 297,098 pairs across 59 cell lines. Regression. Given two drug SMILES strings and cell line genomic features, predict the synergy score measuring deviation from expected non-interaction effect. (1) Drug 1: CC(CN1CC(=O)NC(=O)C1)N2CC(=O)NC(=O)C2. Drug 2: CC1C(C(CC(O1)OC2CC(CC3=C2C(=C4C(=C3O)C(=O)C5=CC=CC=C5C4=O)O)(C(=O)C)O)N)O. Cell line: SNB-19. Synergy scores: CSS=35.6, Synergy_ZIP=-3.40, Synergy_Bliss=-3.18, Synergy_Loewe=-1.42, Synergy_HSA=-0.272. (2) Drug 1: C1CC(=O)NC(=O)C1N2CC3=C(C2=O)C=CC=C3N. Drug 2: CC1=C2C(C(=O)C3(C(CC4C(C3C(C(C2(C)C)(CC1OC(=O)C(C(C5=CC=CC=C5)NC(=O)C6=CC=CC=C6)O)O)OC(=O)C7=CC=CC=C7)(CO4)OC(=O)C)O)C)OC(=O)C. Cell line: M14. Synergy scores: CSS=18.6, Synergy_ZIP=-9.18, Synergy_Bliss=-3.30, Synergy_Loewe=-9.86, Synergy_HSA=-4.00. (3) Drug 1: C1CC(=O)NC(=O)C1N2CC3=C(C2=O)C=CC=C3N. Drug 2: CCC1=C2CN3C(=CC4=C(C3=O)COC(=O)C4(CC)O)C2=NC5=C1C=C(C=C5)O. Cell line: MALME-3M. Synergy scores: CSS=11.9, Synergy_ZIP=-7.54, Synergy_Bliss=1.63, Synergy_Loewe=-21.7, Synergy_HSA=1.51.